Dataset: Forward reaction prediction with 1.9M reactions from USPTO patents (1976-2016). Task: Predict the product of the given reaction. Given the reactants [C:1]([O:20][CH2:21][C@@H:22]1[O:34][C@H:25]([S:26][C:27]2[CH:32]=[CH:31][C:30]([CH3:33])=[CH:29][CH:28]=2)[C@@H:24]([OH:35])[C@@H:23]1[OH:36])([C:14]1[CH:19]=[CH:18][CH:17]=[CH:16][CH:15]=1)([C:8]1[CH:13]=[CH:12][CH:11]=[CH:10][CH:9]=1)[C:2]1[CH:7]=[CH:6][CH:5]=[CH:4][CH:3]=1.[H-].[Na+].[CH2:39](Br)[C:40]1[CH:45]=[CH:44][CH:43]=[CH:42][CH:41]=1, predict the reaction product. The product is: [CH2:39]([O:35][C@H:24]1[C@H:23]([O:36][CH2:1][C:2]2[CH:7]=[CH:6][CH:5]=[CH:4][CH:3]=2)[C@H:22]([CH2:21][O:20][C:1]([C:8]2[CH:9]=[CH:10][CH:11]=[CH:12][CH:13]=2)([C:2]2[CH:7]=[CH:6][CH:5]=[CH:4][CH:3]=2)[C:14]2[CH:19]=[CH:18][CH:17]=[CH:16][CH:15]=2)[O:34][C@@H:25]1[S:26][C:27]1[CH:32]=[CH:31][C:30]([CH3:33])=[CH:29][CH:28]=1)[C:40]1[CH:45]=[CH:44][CH:43]=[CH:42][CH:41]=1.